Task: Predict the product of the given reaction.. Dataset: Forward reaction prediction with 1.9M reactions from USPTO patents (1976-2016) (1) The product is: [NH:19]1[C:20]2[C:16](=[CH:15][CH:14]=[C:13]([CH:5]([C:6]3[CH:7]=[CH:8][C:9]([Cl:12])=[CH:10][CH:11]=3)[CH2:4][C:3]([NH:23][CH3:24])=[O:2])[CH:21]=2)[CH:17]=[CH:18]1. Given the reactants C[O:2][C:3](=O)[CH2:4][CH:5]([C:13]1[CH:21]=[C:20]2[C:16]([CH:17]=[CH:18][NH:19]2)=[CH:15][CH:14]=1)[C:6]1[CH:11]=[CH:10][C:9]([Cl:12])=[CH:8][CH:7]=1.[NH:23]1C2C(=CC=C(C(C3C=CC=CC=3OC)CC(NC)=O)C=2)C=[CH:24]1, predict the reaction product. (2) The product is: [NH:24]1[C:32]2[C:27](=[C:23]([C:12]3[N:13]=[C:14]([N:17]4[CH2:22][CH2:21][O:20][CH2:19][CH2:18]4)[C:15]4[S:16][C:8]([C:6]([NH:5][CH2:4][CH2:3][O:2][CH3:1])=[O:7])=[CH:9][C:10]=4[N:11]=3)[CH:29]=[CH:30][CH:31]=2)[CH:26]=[CH:25]1. Given the reactants [CH3:1][O:2][CH2:3][CH2:4][NH:5][C:6]([C:8]1[S:16][C:15]2[C:14]([N:17]3[CH2:22][CH2:21][O:20][CH2:19][CH2:18]3)=[N:13][C:12]([CH3:23])=[N:11][C:10]=2[CH:9]=1)=[O:7].[NH:24]1[C:32]2[C:27](=C[CH:29]=[CH:30][CH:31]=2)[CH:26]=[C:25]1B(O)O, predict the reaction product. (3) Given the reactants [CH3:1][C:2]([C:5]1[C:10]([C:11]2[CH:16]=[C:15]([O:17][CH3:18])[CH:14]=[CH:13][C:12]=2[F:19])=[CH:9][C:8]([CH2:20][O:21][C:22]2[CH:27]=[CH:26][C:25]([C@H:28]([CH:34]=[C:35]([CH3:37])[CH3:36])[CH2:29][C:30]([O:32]C)=[O:31])=[CH:24][CH:23]=2)=[CH:7][CH:6]=1)([CH3:4])[CH3:3].C1COCC1.CCO.[OH-].[Na+], predict the reaction product. The product is: [CH3:4][C:2]([C:5]1[C:10]([C:11]2[CH:16]=[C:15]([O:17][CH3:18])[CH:14]=[CH:13][C:12]=2[F:19])=[CH:9][C:8]([CH2:20][O:21][C:22]2[CH:23]=[CH:24][C:25]([C@@H:28]([CH:34]=[C:35]([CH3:37])[CH3:36])[CH2:29][C:30]([OH:32])=[O:31])=[CH:26][CH:27]=2)=[CH:7][CH:6]=1)([CH3:1])[CH3:3]. (4) Given the reactants [C:1](O)(C(F)(F)F)=O.C([O:12][C:13]([N:15]1[CH2:18][CH:17]([C:19]([C:28]2[CH:29]=[C:30]3[C:35](=[CH:36][CH:37]=2)[N:34]=[C:33]([O:38][CH3:39])[C:32]([CH2:40][N:41]2[CH2:46][CH2:45][CH:44]([C:47]([F:50])([F:49])[F:48])[CH2:43][CH2:42]2)=[C:31]3[Cl:51])([C:21]2[N:25]([CH3:26])[C:24]([CH3:27])=[N:23][CH:22]=2)[OH:20])[CH2:16]1)=O)(C)(C)C.CC(OC(C)=O)=O, predict the reaction product. The product is: [Cl:51][C:31]1[C:30]2[C:35](=[CH:36][CH:37]=[C:28]([C:19]([C:21]3[N:25]([CH3:26])[C:24]([CH3:27])=[N:23][CH:22]=3)([OH:20])[CH:17]3[CH2:18][N:15]([C:13](=[O:12])[CH3:1])[CH2:16]3)[CH:29]=2)[N:34]=[C:33]([O:38][CH3:39])[C:32]=1[CH2:40][N:41]1[CH2:42][CH2:43][CH:44]([C:47]([F:50])([F:48])[F:49])[CH2:45][CH2:46]1. (5) The product is: [Cl:10][C:4]1[CH:3]=[C:2]([N:17]2[CH:13]([CH2:11][CH3:12])[C:14](=[O:21])[C:15]([CH3:20])([CH3:19])[C:16]2=[O:18])[CH:9]=[CH:8][C:5]=1[C:6]#[N:7]. Given the reactants Br[C:2]1[CH:9]=[CH:8][C:5]([C:6]#[N:7])=[C:4]([Cl:10])[CH:3]=1.[CH2:11]([CH:13]1[NH:17][C:16](=[O:18])[C:15]([CH3:20])([CH3:19])[C:14]1=[O:21])[CH3:12].C(=O)([O-])[O-].[Cs+].[Cs+].C1(P(C2C=CC=CC=2)C2C3OC4C(=CC=CC=4P(C4C=CC=CC=4)C4C=CC=CC=4)C(C)(C)C=3C=CC=2)C=CC=CC=1, predict the reaction product. (6) Given the reactants Cl.COC(=O)[C@@H](N)COCC1C=CC(C2C=CC=CC=2)=CC=1.FC(F)(F)C1C=CC(C2C=CC(C(O)=O)=CC=2)=CC=1.C[O:43][C:44](=[O:80])[C@@H:45]([NH:61][C:62]([C:64]1[CH:69]=[CH:68][C:67]([C:70]2[CH:75]=[CH:74][C:73]([C:76]([F:79])([F:78])[F:77])=[CH:72][CH:71]=2)=[CH:66][CH:65]=1)=[O:63])[CH2:46][O:47][CH2:48][C:49]1[CH:54]=[CH:53][C:52]([C:55]2[CH:60]=[CH:59][CH:58]=[CH:57][CH:56]=2)=[CH:51][CH:50]=1, predict the reaction product. The product is: [C:52]1([C:55]2[CH:56]=[CH:57][CH:58]=[CH:59][CH:60]=2)[CH:51]=[CH:50][C:49]([CH2:48][O:47][CH2:46][C@H:45]([NH:61][C:62]([C:64]2[CH:69]=[CH:68][C:67]([C:70]3[CH:75]=[CH:74][C:73]([C:76]([F:77])([F:78])[F:79])=[CH:72][CH:71]=3)=[CH:66][CH:65]=2)=[O:63])[C:44]([OH:80])=[O:43])=[CH:54][CH:53]=1. (7) Given the reactants [Cl:1][C:2]1[CH:3]=[C:4]([NH:8][C:9]([N:11]2[CH2:16][CH2:15][C:14]3[NH:17][N:18]=[C:19]([C:20](O)=[O:21])[C:13]=3[CH2:12]2)=[O:10])[CH:5]=[CH:6][CH:7]=1.[O:23]1[CH2:27][CH2:26][CH:25]([O:28][NH:29][CH3:30])[CH2:24]1.C(P1(=O)OP(CCC)(=O)OP(CCC)(=O)O1)CC, predict the reaction product. The product is: [Cl:1][C:2]1[CH:3]=[C:4]([NH:8][C:9]([N:11]2[CH2:16][CH2:15][C:14]3[NH:17][N:18]=[C:19]([C:20]([N:29]([CH3:30])[O:28][CH:25]4[CH2:26][CH2:27][O:23][CH2:24]4)=[O:21])[C:13]=3[CH2:12]2)=[O:10])[CH:5]=[CH:6][CH:7]=1.